Dataset: Catalyst prediction with 721,799 reactions and 888 catalyst types from USPTO. Task: Predict which catalyst facilitates the given reaction. (1) Reactant: [NH2:1][C:2]1[N:7]=[CH:6][C:5]([C:8]2[C:9]([F:19])=[C:10]([OH:18])[C:11]([CH:14]3[CH2:17][CH2:16][CH2:15]3)=[CH:12][CH:13]=2)=[CH:4][N:3]=1.Cl[C:21]1[N:26]=[CH:25][CH:24]=[CH:23][N:22]=1.C([O-])([O-])=O.[Cs+].[Cs+]. Product: [CH:14]1([C:11]2[CH:12]=[CH:13][C:8]([C:5]3[CH:4]=[N:3][C:2]([NH2:1])=[N:7][CH:6]=3)=[C:9]([F:19])[C:10]=2[O:18][C:21]2[N:26]=[CH:25][CH:24]=[CH:23][N:22]=2)[CH2:15][CH2:16][CH2:17]1. The catalyst class is: 16. (2) Reactant: [O:1]([CH:8]1[C:16]2[C:11](=[CH:12][C:13]([C:17]([O:19]C)=[O:18])=[CH:14][CH:15]=2)[CH2:10][CH2:9]1)[C:2]1[CH:7]=[CH:6][CH:5]=[CH:4][CH:3]=1.O.[OH-].[Li+]. Product: [O:1]([CH:8]1[C:16]2[C:11](=[CH:12][C:13]([C:17]([OH:19])=[O:18])=[CH:14][CH:15]=2)[CH2:10][CH2:9]1)[C:2]1[CH:7]=[CH:6][CH:5]=[CH:4][CH:3]=1. The catalyst class is: 193. (3) Reactant: C1C=C(Cl)C=C(C(OO)=[O:9])C=1.[C:12]([O:16][C:17]([N:19]1[CH2:24][CH2:23][CH:22]([CH2:25][NH:26][C:27]2[N:32]=[C:31]3[NH:33][N:34]=[C:35]([C:36]4[CH:41]=[CH:40][N:39]=[C:38]([S:42][CH3:43])[N:37]=4)[C:30]3=[CH:29][N:28]=2)[CH2:21][CH2:20]1)=[O:18])([CH3:15])([CH3:14])[CH3:13]. Product: [C:12]([O:16][C:17]([N:19]1[CH2:24][CH2:23][CH:22]([CH2:25][NH:26][C:27]2[N:32]=[C:31]3[NH:33][N:34]=[C:35]([C:36]4[CH:41]=[CH:40][N:39]=[C:38]([S:42]([CH3:43])=[O:9])[N:37]=4)[C:30]3=[CH:29][N:28]=2)[CH2:21][CH2:20]1)=[O:18])([CH3:15])([CH3:14])[CH3:13]. The catalyst class is: 98. (4) The catalyst class is: 40. Reactant: [CH3:1][C:2]1([CH:5]([O:9][CH2:10][CH:11]=O)[CH2:6][CH:7]=[CH2:8])[CH2:4][CH2:3]1.C([O-])(=O)C.[Na+].Cl.[NH2:19][OH:20]. Product: [OH:20][NH:19][CH2:11][CH2:10][O:9][CH:5]([C:2]1([CH3:1])[CH2:4][CH2:3]1)[CH2:6][CH:7]=[CH2:8]. (5) Reactant: [NH:1]1[CH2:6][CH2:5][CH2:4][CH2:3][CH2:2]1.[NH2:7][C:8]1[S:9][C:10](Cl)=[N:11][N:12]=1. Product: [NH2:7][C:8]1[S:9][C:10]([N:1]2[CH2:6][CH2:5][CH2:4][CH2:3][CH2:2]2)=[N:11][N:12]=1. The catalyst class is: 8. (6) Reactant: [CH3:1][O:2][C:3]1[CH:8]=[CH:7][C:6]([C:9]2[CH:14]=[CH:13][C:12]([S:15]([NH:18][C:19]3([C:25]([OH:27])=[O:26])[CH2:24][CH2:23][NH:22][CH2:21][CH2:20]3)(=[O:17])=[O:16])=[CH:11][CH:10]=2)=[CH:5][CH:4]=1.[OH-].[Na+].Cl[C:31]([O:33][CH2:34][CH2:35][O:36][CH3:37])=[O:32]. Product: [CH3:37][O:36][CH2:35][CH2:34][O:33][C:31]([N:22]1[CH2:21][CH2:20][C:19]([NH:18][S:15]([C:12]2[CH:11]=[CH:10][C:9]([C:6]3[CH:5]=[CH:4][C:3]([O:2][CH3:1])=[CH:8][CH:7]=3)=[CH:14][CH:13]=2)(=[O:17])=[O:16])([C:25]([OH:27])=[O:26])[CH2:24][CH2:23]1)=[O:32]. The catalyst class is: 155. (7) Reactant: CCN(C(C)C)C(C)C.[CH3:10][O:11][C:12]1[CH:13]=[CH:14][CH:15]=[C:16]2[C:21]=1[O:20][C:19](=[O:22])[C:18]([C:23]([OH:25])=O)=[CH:17]2.CN(C(ON1N=NC2C=CC=NC1=2)=[N+](C)C)C.F[P-](F)(F)(F)(F)F.[NH:50]1[C:54]2[CH:55]=[CH:56][CH:57]=[CH:58][C:53]=2[N:52]=[C:51]1[C:59]1[CH:60]=[C:61]([NH2:65])[CH:62]=[CH:63][CH:64]=1. Product: [NH:50]1[C:54]2[CH:55]=[CH:56][CH:57]=[CH:58][C:53]=2[N:52]=[C:51]1[C:59]1[CH:60]=[C:61]([NH:65][C:23]([C:18]2[C:19](=[O:22])[O:20][C:21]3[C:16]([CH:17]=2)=[CH:15][CH:14]=[CH:13][C:12]=3[O:11][CH3:10])=[O:25])[CH:62]=[CH:63][CH:64]=1. The catalyst class is: 9. (8) Reactant: C[O:2][C:3](=[O:33])[CH:4]([NH:23][C:24](=[O:32])[C:25]1[CH:30]=[CH:29][CH:28]=[CH:27][C:26]=1[NH2:31])[CH2:5][C:6]1[CH:11]=[CH:10][C:9]([N+:12]([O-:14])=[O:13])=[C:8]([O:15][CH2:16][C:17]2[CH:22]=[CH:21][CH:20]=[CH:19][CH:18]=2)[CH:7]=1.[OH-].[Na+]. Product: [NH2:31][C:26]1[CH:27]=[CH:28][CH:29]=[CH:30][C:25]=1[C:24]([NH:23][CH:4]([CH2:5][C:6]1[CH:11]=[CH:10][C:9]([N+:12]([O-:14])=[O:13])=[C:8]([O:15][CH2:16][C:17]2[CH:22]=[CH:21][CH:20]=[CH:19][CH:18]=2)[CH:7]=1)[C:3]([OH:33])=[O:2])=[O:32]. The catalyst class is: 5.